Task: Predict the reactants needed to synthesize the given product.. Dataset: Full USPTO retrosynthesis dataset with 1.9M reactions from patents (1976-2016) (1) Given the product [F:1][C:2]1[CH:3]=[CH:4][C:5]([C:6]([NH:8][C:9](=[S:29])[NH:10][C:11]2[S:21][C:14]3[CH2:15][O:16][C:17]([CH3:20])([CH3:19])[CH2:18][C:13]=3[C:12]=2[C:22]([OH:24])=[O:23])=[O:7])=[CH:30][CH:31]=1, predict the reactants needed to synthesize it. The reactants are: [F:1][C:2]1[CH:31]=[CH:30][C:5]([C:6]([NH:8][C:9](=[S:29])[NH:10][C:11]2[S:21][C:14]3[CH2:15][O:16][C:17]([CH3:20])([CH3:19])[CH2:18][C:13]=3[C:12]=2[C:22]([O:24]C(C)(C)C)=[O:23])=[O:7])=[CH:4][CH:3]=1. (2) Given the product [C:1]([O:5][C:6]([N:8]1[CH2:12][CH2:11][C:10]([NH:18][C:19]([O:21][CH2:22][C:23]2[CH:28]=[CH:27][CH:26]=[CH:25][CH:24]=2)=[O:20])([C:13]([F:17])([F:16])[CH2:14][OH:29])[CH2:9]1)=[O:7])([CH3:2])([CH3:3])[CH3:4], predict the reactants needed to synthesize it. The reactants are: [C:1]([O:5][C:6]([N:8]1[CH2:12][CH2:11][C:10]([NH:18][C:19]([O:21][CH2:22][C:23]2[CH:28]=[CH:27][CH:26]=[CH:25][CH:24]=2)=[O:20])([C:13]([F:17])([F:16])[CH:14]=C)[CH2:9]1)=[O:7])([CH3:4])([CH3:3])[CH3:2].[O:29]=[O+][O-].[BH4-].[Na+].C(=O)(O)[O-].[Na+].[Cl-].[Na+]. (3) Given the product [CH2:26]([O:33][NH:34][C:21]([C:20]1[CH:19]=[CH:18][C:17]([CH2:16][NH:15][C:13]([C:1]2[C:11]3=[C:12]4[C:7](=[CH:8][CH:9]=[CH:10]3)[CH2:6][CH2:5][CH2:4][N:3]4[CH:2]=2)=[O:14])=[CH:25][CH:24]=1)=[O:23])[C:27]1[CH:32]=[CH:31][CH:30]=[CH:29][CH:28]=1, predict the reactants needed to synthesize it. The reactants are: [C:1]1([C:13]([NH:15][CH2:16][C:17]2[CH:25]=[CH:24][C:20]([C:21]([OH:23])=O)=[CH:19][CH:18]=2)=[O:14])[C:11]2=[C:12]3[C:7](=[CH:8][CH:9]=[CH:10]2)[CH2:6][CH2:5][CH2:4][N:3]3[CH:2]=1.[CH2:26]([O:33][NH2:34])[C:27]1[CH:32]=[CH:31][CH:30]=[CH:29][CH:28]=1. (4) Given the product [CH3:7][C:6]1[C:8]2=[C:13]([OH:14])[CH:12]=[CH:11][CH:10]=[C:9]2[O:15][N:5]=1, predict the reactants needed to synthesize it. The reactants are: C(O[N:5]=[C:6]([C:8]1[C:13]([OH:14])=[CH:12][CH:11]=[CH:10][C:9]=1[OH:15])[CH3:7])(=O)C.Cl. (5) Given the product [CH3:17][O:6][C:5](=[O:7])[C:4]1[C:3](=[C:2]([CH3:1])[CH:10]=[CH:9][CH:8]=1)[OH:11], predict the reactants needed to synthesize it. The reactants are: [CH3:1][C:2]1[CH:10]=[CH:9][CH:8]=[C:4]([C:5]([OH:7])=[O:6])[C:3]=1[OH:11].OS(O)(=O)=O.[CH3:17]O. (6) Given the product [CH:16]1[C:25]2[C:13](=[O:14])[C:2]3[C:3](=[CH:4][C:5]4[C:10]([CH:1]=3)=[CH:9][C:8]3[C:7](=[CH:10][CH:1]=[CH:2][CH:3]=3)[CH:6]=4)[C:11](=[O:12])[C:20]=2[CH:19]=[CH:18][CH:17]=1, predict the reactants needed to synthesize it. The reactants are: [CH:1]1[C:10]2[C:5](=[CH:6][CH:7]=[CH:8][CH:9]=2)[CH:4]=[C:3]([CH:11]=[O:12])[C:2]=1[CH:13]=[O:14].O[C:16]1[C:25]2[C:20](=CC=CC=2)[C:19](O)=[CH:18][CH:17]=1. (7) Given the product [Br-:25].[C:30]1([NH:29][C:27]([CH2:26][N+:1]23[CH2:8][CH2:7][CH:4]([CH2:5][CH2:6]2)[C@@H:3]([O:9][C:10]([C:12]2([C:19]4[CH:20]=[CH:21][CH:22]=[CH:23][CH:24]=4)[CH2:18][CH2:17][CH2:16][CH2:15][CH2:14][CH2:13]2)=[O:11])[CH2:2]3)=[O:28])[CH:35]=[CH:34][CH:33]=[CH:32][CH:31]=1, predict the reactants needed to synthesize it. The reactants are: [N:1]12[CH2:8][CH2:7][CH:4]([CH2:5][CH2:6]1)[C@@H:3]([O:9][C:10]([C:12]1([C:19]3[CH:24]=[CH:23][CH:22]=[CH:21][CH:20]=3)[CH2:18][CH2:17][CH2:16][CH2:15][CH2:14][CH2:13]1)=[O:11])[CH2:2]2.[Br:25][CH2:26][C:27]([NH:29][C:30]1[CH:35]=[CH:34][CH:33]=[CH:32][CH:31]=1)=[O:28].CCOCC.